This data is from Peptide-MHC class I binding affinity with 185,985 pairs from IEDB/IMGT. The task is: Regression. Given a peptide amino acid sequence and an MHC pseudo amino acid sequence, predict their binding affinity value. This is MHC class I binding data. (1) The peptide sequence is SLFLPKLVV. The MHC is HLA-A02:02 with pseudo-sequence HLA-A02:02. The binding affinity (normalized) is 0.777. (2) The peptide sequence is SSMLNIMNR. The MHC is HLA-A68:01 with pseudo-sequence HLA-A68:01. The binding affinity (normalized) is 0.816.